Task: Predict the reaction yield, written as a fraction of the theoretical maximum amount of product (1.0 means a 100% yield; for example, 0.34 means a 34% yield).. Dataset: Reaction yield outcomes from USPTO patents with 853,638 reactions (1) The reactants are [Br:1][C:2]1[CH:3]=[CH:4][C:5]([NH:11]/[CH:12]=[CH:13]/[N+:14]([O-:16])=[O:15])=[C:6]([CH:10]=1)[C:7](O)=[O:8].C([O-])(=O)C.[K+]. The catalyst is C(OC(=O)C)(=O)C. The product is [Br:1][C:2]1[CH:10]=[C:6]2[C:5](=[CH:4][CH:3]=1)[N:11]=[CH:12][C:13]([N+:14]([O-:16])=[O:15])=[C:7]2[OH:8]. The yield is 0.430. (2) The reactants are [CH:1]12[CH2:7][CH:4]([NH:5][CH2:6]1)[CH2:3][N:2]2[C:8]1[CH:9]=[CH:10][C:11]2[O:20][CH2:19][CH2:18][C:17]3[CH:16]=[C:15]([C:21]4[N:22]([C:26]5[CH:31]=[CH:30][C:29]([F:32])=[CH:28][C:27]=5[F:33])[N:23]=[CH:24][N:25]=4)[S:14][C:13]=3[C:12]=2[N:34]=1.[C:35](Cl)(=[O:37])[CH3:36].CCN(C(C)C)C(C)C.O. The catalyst is C1COCC1. The product is [F:33][C:27]1[CH:28]=[C:29]([F:32])[CH:30]=[CH:31][C:26]=1[N:22]1[C:21]([C:15]2[S:14][C:13]3[C:12]4[N:34]=[C:8]([N:2]5[CH2:3][CH:4]6[CH2:7][CH:1]5[CH2:6][N:5]6[C:35](=[O:37])[CH3:36])[CH:9]=[CH:10][C:11]=4[O:20][CH2:19][CH2:18][C:17]=3[CH:16]=2)=[N:25][CH:24]=[N:23]1. The yield is 0.150. (3) The yield is 0.700. The catalyst is CN(C=O)C. The reactants are C([C:4]1[C:13]([N+:14]([O-:16])=[O:15])=[CH:12][CH:11]=[CH:10][C:5]=1[C:6]([O:8][CH3:9])=[O:7])(O)=O.C1(P(N=[N+]=[N-])(C2C=CC=CC=2)=[O:24])C=CC=CC=1.C([N:36]([CH2:39]C)CC)C.[C:41]([OH:45])([CH3:44])([CH3:43])[CH3:42]. The product is [C:41]([O:45][C:39]([NH:36][C:4]1[C:13]([N+:14]([O-:16])=[O:15])=[CH:12][CH:11]=[CH:10][C:5]=1[C:6]([O:8][CH3:9])=[O:7])=[O:24])([CH3:44])([CH3:43])[CH3:42]. (4) The reactants are C[O:2][C:3]1[CH:4]=[C:5]2[C:10](=[CH:11][CH:12]=1)[C:9](=[O:13])[CH2:8][CH2:7][C:6]2([CH3:15])[CH3:14]. The catalyst is B(Br)(Br)Br. The product is [OH:2][C:3]1[CH:4]=[C:5]2[C:10](=[CH:11][CH:12]=1)[C:9](=[O:13])[CH2:8][CH2:7][C:6]2([CH3:15])[CH3:14]. The yield is 0.520. (5) The reactants are Cl[C:2]1[CH:9]=[C:8]([C:10]([F:13])([F:12])[F:11])[CH:7]=[CH:6][C:3]=1[C:4]#[N:5].[NH:14]1[CH2:19][CH2:18][CH2:17][CH2:16][CH2:15]1. No catalyst specified. The product is [F:11][C:10]([F:13])([F:12])[C:8]1[CH:7]=[CH:6][C:3]([C:4]#[N:5])=[C:2]([N:14]2[CH2:19][CH2:18][CH2:17][CH2:16][CH2:15]2)[CH:9]=1. The yield is 0.560.